Dataset: Full USPTO retrosynthesis dataset with 1.9M reactions from patents (1976-2016). Task: Predict the reactants needed to synthesize the given product. (1) Given the product [OH:1][C:2]1([C:22]([F:25])([F:24])[F:23])[N:6]([C:7]2[CH:15]=[CH:14][C:10]([C:11]([OH:13])=[O:12])=[CH:9][N:8]=2)[N:5]=[C:4]([C:16]2[CH:17]=[N:18][CH:19]=[CH:20][CH:21]=2)[CH2:3]1.[C:58]1([CH:44]([C:33]2[CH:34]=[CH:35][CH:36]=[CH:37][CH:38]=2)[CH2:45][CH2:46][NH:47][C:11](=[O:13])[C:10]2[CH:14]=[CH:15][C:7]([N:6]3[C:2]([OH:1])([C:22]([F:24])([F:23])[F:25])[CH2:3][C:4]([C:16]4[CH:17]=[N:18][CH:19]=[CH:20][CH:21]=4)=[N:5]3)=[N:8][CH:9]=2)[CH:63]=[CH:62][CH:61]=[CH:60][CH:59]=1, predict the reactants needed to synthesize it. The reactants are: [OH:1][C:2]1([C:22]([F:25])([F:24])[F:23])[N:6]([C:7]2[CH:15]=[CH:14][C:10]([C:11]([OH:13])=[O:12])=[CH:9][N:8]=2)[N:5]=[C:4]([C:16]2[CH:17]=[N:18][CH:19]=[CH:20][CH:21]=2)[CH2:3]1.C1(N(CCC)[C:33]2[CH:38]=[CH:37][CH:36]=[CH:35][CH:34]=2)C=CC=CC=1.CN(C)[CH2:44][CH2:45][CH2:46][N:47]=C=NCC.O.ON1[C:59]2[CH:60]=[CH:61][CH:62]=[CH:63][C:58]=2N=N1.C(N(C(C)C)CC)(C)C.C(=O)(O)[O-].[Na+]. (2) Given the product [F:1][C:2]1[CH:7]=[C:6]([Si:8]([CH3:10])([CH3:9])[CH3:11])[CH:5]=[CH:4][C:3]=1[NH2:12], predict the reactants needed to synthesize it. The reactants are: [F:1][C:2]1[CH:7]=[C:6]([Si:8]([CH3:11])([CH3:10])[CH3:9])[CH:5]=[CH:4][C:3]=1[N+:12]([O-])=O.